Dataset: Reaction yield outcomes from USPTO patents with 853,638 reactions. Task: Predict the reaction yield, written as a fraction of the theoretical maximum amount of product (1.0 means a 100% yield; for example, 0.34 means a 34% yield). (1) The reactants are [O:1]1[C:5]2([CH2:10][CH2:9][CH:8]([NH:11][C:12]3[NH:16][N:15]=[CH:14][CH:13]=3)[CH2:7][CH2:6]2)[O:4][CH2:3][CH2:2]1.N12CCCN=C1CCCCC2.[C:28]([C:30]1[CH:35]=[CH:34][CH:33]=[CH:32][C:31]=1[C:36]1[CH:41]=[CH:40][C:39]([CH2:42][CH:43]([C:49](=O)[CH2:50][CH2:51][CH3:52])[C:44](OCC)=[O:45])=[CH:38][C:37]=1[F:54])#[N:29].C(OCC)(=O)C. The catalyst is CCN(C1C=CC=CC=1)CC.O. The product is [O:4]1[C:5]2([CH2:6][CH2:7][CH:8]([N:11]3[C:44](=[O:45])[C:43]([CH2:42][C:39]4[CH:40]=[CH:41][C:36]([C:31]5[C:30]([C:28]#[N:29])=[CH:35][CH:34]=[CH:33][CH:32]=5)=[C:37]([F:54])[CH:38]=4)=[C:49]([CH2:50][CH2:51][CH3:52])[N:16]4[N:15]=[CH:14][CH:13]=[C:12]34)[CH2:9][CH2:10]2)[O:1][CH2:2][CH2:3]1. The yield is 0.820. (2) The reactants are [H-].[Na+].CO[C:5](=[O:8])[O:6][CH3:7].[CH3:9][O:10][C:11]1[CH:19]=[C:18]2[C:14]([CH2:15][CH2:16][C:17]2=[O:20])=[CH:13][CH:12]=1. The catalyst is C1COCC1. The product is [CH3:9][O:10][C:11]1[CH:19]=[C:18]2[C:14]([CH2:15][CH:16]([C:5]([O:6][CH3:7])=[O:8])[C:17]2=[O:20])=[CH:13][CH:12]=1. The yield is 0.670.